Task: Predict the reaction yield, written as a fraction of the theoretical maximum amount of product (1.0 means a 100% yield; for example, 0.34 means a 34% yield).. Dataset: Reaction yield outcomes from USPTO patents with 853,638 reactions (1) The reactants are [Cl:1][C:2]1[C:7]([Cl:8])=[CH:6][CH:5]=[CH:4][C:3]=1[CH2:9][N:10]1[C:14]2[CH:15]=[C:16]([N:22]3[CH2:27][CH2:26][O:25][CH2:24][CH2:23]3)[CH:17]=[C:18]([C:19]([NH2:21])=O)[C:13]=2[N:12]=[C:11]1[C:28]([F:31])([F:30])[F:29].COC(OC)[N:35]([CH3:37])C.O.[NH2:41]N. No catalyst specified. The product is [Cl:1][C:2]1[C:7]([Cl:8])=[CH:6][CH:5]=[CH:4][C:3]=1[CH2:9][N:10]1[C:14]2[CH:15]=[C:16]([N:22]3[CH2:23][CH2:24][O:25][CH2:26][CH2:27]3)[CH:17]=[C:18]([C:19]3[N:21]=[CH:37][NH:35][N:41]=3)[C:13]=2[N:12]=[C:11]1[C:28]([F:29])([F:30])[F:31]. The yield is 0.276. (2) The yield is 0.960. The catalyst is CO. The reactants are [OH:1][C:2]1[C:3]([N+:8]([O-:10])=[O:9])=[N:4][CH:5]=[CH:6][CH:7]=1.C[O-].[Na+].[Br:14]Br. The product is [Br:14][C:5]1[CH:6]=[CH:7][C:2]([OH:1])=[C:3]([N+:8]([O-:10])=[O:9])[N:4]=1. (3) The reactants are Cl[C:2]1[C:7]([CH3:8])=[C:6]([NH:9][C@@H:10]2[CH2:14][CH2:13][O:12][CH2:11]2)[N:5]=[C:4]([C:15]2[CH:16]=[C:17]([OH:21])[CH:18]=[CH:19][CH:20]=2)[N:3]=1.[NH:22]1[CH2:27][CH2:26][O:25][CH2:24][CH2:23]1.C([O-])([O-])=O.[Na+].[Na+]. The product is [CH3:8][C:7]1[C:2]([N:22]2[CH2:27][CH2:26][O:25][CH2:24][CH2:23]2)=[N:3][C:4]([C:15]2[CH:16]=[C:17]([OH:21])[CH:18]=[CH:19][CH:20]=2)=[N:5][C:6]=1[NH:9][C@@H:10]1[CH2:14][CH2:13][O:12][CH2:11]1. The yield is 0.130. The catalyst is CCO. (4) The reactants are [Si]([O:8][CH2:9][C@H:10]1[O:14][C@@H:13]([N:15]2[CH:43]=[CH:42][C:19]([NH:20][C:21]([C:36]3[CH:41]=[CH:40][CH:39]=[CH:38][CH:37]=3)([C:30]3[CH:35]=[CH:34][CH:33]=[CH:32][CH:31]=3)[C:22]3[CH:27]=[CH:26][C:25]([O:28][CH3:29])=[CH:24][CH:23]=3)=[N:18][C:16]2=[O:17])[C@H:12]([O:44][CH3:45])[C@@H:11]1[O:46][C:47](=[O:53])[CH2:48][CH2:49][C:50]([CH3:52])=[O:51])(C(C)(C)C)(C)C.C1COCC1.[F-].C([N+](CCCC)(CCCC)CCCC)CCC. The catalyst is CC(O)=O. The product is [C:47]([O:46][C@@H:11]1[C@@H:10]([CH2:9][OH:8])[O:14][C@@H:13]([N:15]2[CH:43]=[CH:42][C:19]([NH:20][C:21]([C:30]3[CH:31]=[CH:32][CH:33]=[CH:34][CH:35]=3)([C:36]3[CH:37]=[CH:38][CH:39]=[CH:40][CH:41]=3)[C:22]3[CH:27]=[CH:26][C:25]([O:28][CH3:29])=[CH:24][CH:23]=3)=[N:18][C:16]2=[O:17])[C@@H:12]1[O:44][CH3:45])(=[O:53])[CH2:48][CH2:49][C:50]([CH3:52])=[O:51]. The yield is 1.00. (5) The reactants are [CH3:1][O:2][C:3]1[CH:24]=[C:23]([O:25][CH3:26])[CH:22]=[CH:21][C:4]=1[C:5]([N:7]1[C:16]2[C:11](=[CH:12][CH:13]=[C:14]([F:17])[CH:15]=2)[NH:10][C:9](=[O:18])[C@H:8]1[CH2:19][CH3:20])=[O:6].C(=O)([O-])[O-].[Cs+].[Cs+].I[CH2:34][CH3:35]. The catalyst is C(#N)C. The product is [CH3:1][O:2][C:3]1[CH:24]=[C:23]([O:25][CH3:26])[CH:22]=[CH:21][C:4]=1[C:5]([N:7]1[C:16]2[C:11](=[CH:12][CH:13]=[C:14]([F:17])[CH:15]=2)[N:10]([CH2:34][CH3:35])[C:9](=[O:18])[C@H:8]1[CH2:19][CH3:20])=[O:6]. The yield is 0.710. (6) The reactants are [CH3:1][C:2]1[N:3]=[C:4]([C:7]2[CH:11]=[C:10]([C:12]3[CH:17]=[CH:16][C:15]([O:18][C:19]([F:22])([F:21])[F:20])=[CH:14][CH:13]=3)[O:9][N:8]=2)[NH:5][N:6]=1.C([O-])([O-])=O.[K+].[K+].[Br:29][C:30]1[CH:35]=[CH:34][CH:33]=[C:32]([CH2:36]Br)[CH:31]=1. The catalyst is CN(C=O)C.O. The product is [Br:29][C:30]1[CH:31]=[C:32]([CH:33]=[CH:34][CH:35]=1)[CH2:36][N:6]1[C:2]([CH3:1])=[N:3][C:4]([C:7]2[CH:11]=[C:10]([C:12]3[CH:13]=[CH:14][C:15]([O:18][C:19]([F:22])([F:20])[F:21])=[CH:16][CH:17]=3)[O:9][N:8]=2)=[N:5]1. The yield is 0.566. (7) The reactants are [Br:1][C:2]1[C:19]([OH:20])=[N:18][C:5]2[CH2:6][CH2:7][N:8]([C:12](=[O:17])[C:13]([F:16])([F:15])[F:14])[CH2:9][CH:10]([CH3:11])[C:4]=2[CH:3]=1.[O:21](S(C(F)(F)F)(=O)=O)[S:22]([C:25]([F:28])([F:27])[F:26])(=O)=[O:23].C([O-])([O-])=O.[K+].[K+]. The catalyst is C(Cl)Cl. The product is [F:26][C:25]([F:28])([F:27])[S:22]([O:20][C:19]1[C:2]([Br:1])=[CH:3][C:4]2[CH:10]([CH3:11])[CH2:9][N:8]([C:12](=[O:17])[C:13]([F:14])([F:16])[F:15])[CH2:7][CH2:6][C:5]=2[N:18]=1)(=[O:23])=[O:21]. The yield is 0.260. (8) The catalyst is CO. The reactants are C([O-])(=O)C.[NH4+:5].[CH3:6][CH:7]1[CH2:11][CH2:10][C:9](=O)[C@@H:8]1[C:13]([O:15][CH2:16][CH3:17])=[O:14]. The product is [NH2:5][C:9]1[CH2:10][CH2:11][C@@H:7]([CH3:6])[C:8]=1[C:13]([O:15][CH2:16][CH3:17])=[O:14]. The yield is 0.970. (9) The reactants are [OH:1]/[N:2]=[C:3](/[C@@H:5]1[C@:21]2([CH3:22])[C@H:8]([C@H:9]3[C@H:18]([CH2:19][CH2:20]2)[C@:17]2([CH3:23])[C:12](=[CH:13][C:14](=[O:24])[CH2:15][CH2:16]2)[CH2:11][CH2:10]3)[CH2:7][CH2:6]1)\[CH3:4].[O:25]1[CH2:30][CH2:29][N:28]([CH2:31][C:32]2[CH:40]=[CH:39][C:35]([C:36](O)=[O:37])=[CH:34][CH:33]=2)[CH2:27][CH2:26]1.C(N(CC)C(C)C)(C)C.CCN=C=NCCCN(C)C.C([O-])(O)=O.[Na+]. The catalyst is CN(C1C=CN=CC=1)C.ClCCl. The product is [CH3:23][C@:17]12[CH2:16][CH2:15][C:14](=[O:24])[CH:13]=[C:12]1[CH2:11][CH2:10][C@@H:9]1[C@@H:18]2[CH2:19][CH2:20][C@@:21]2([CH3:22])[C@H:8]1[CH2:7][CH2:6][C@@H:5]2/[C:3](=[N:2]/[O:1][C:36](=[O:37])[C:35]1[CH:34]=[CH:33][C:32]([CH2:31][N:28]2[CH2:27][CH2:26][O:25][CH2:30][CH2:29]2)=[CH:40][CH:39]=1)/[CH3:4]. The yield is 0.950.